From a dataset of Experimentally validated miRNA-target interactions with 360,000+ pairs, plus equal number of negative samples. Binary Classification. Given a miRNA mature sequence and a target amino acid sequence, predict their likelihood of interaction. (1) The miRNA is mmu-miR-494-3p with sequence UGAAACAUACACGGGAAACCUC. The protein sequence of the target gene is MAHCVTLVQLSVSCEHLIDKDIGSKSDPLCVLLQDVGGAWAELCRTERVRNCSSPEFSKTLQIEYHFETVQKLRFGIYDIDNKTPELGDDDFLGGAECSLGQIVSSQTLTLPLMLKPGKPAGRGTITVSAQELKDSRVVTMEVEARNLDKKDFLGKSDPFLEFFRQGDGKWQLAYRTEVVKNNLNPTWKRFSVSLQHFCGGDLSTPIQVRCSDYDSDGSHDLIGTFHTTLAQLQAVPAEFECVHPEKQQRKKNYRNSGTVRVKTCRVETEYSFLDYVMGGCQINFTVGVDFTGSNGDPSS.... Result: 0 (no interaction). (2) The miRNA is hsa-miR-8061 with sequence CUUAGAUUAGAGGAUAUUGUU. The protein sequence of the target gene is MGSVRTNRYSIVSSEEDGMKLATMAVANGFGNGKSKVHTRQQCRSRFVKKDGHCNVQFINVGEKGQRYLADIFTTCVDIRWRWMLVIFCLAFVLSWLFFGCVFWLIALLHGDLDASKESKACVSEVNSFTAAFLFSIETQTTIGYGFRCVTDECPIAVFMVVFQSIVGCIIDAFIIGAVMAKMAKPKKRNETLVFSHNAVIAMRDGKLCLMWRVGNLRKSHLVEAHVRAQLLKSRITSEGEYIPLDQIDINVGFDSGIDRIFLVSPITIVHEIDEDSPLYDLSKQDIDNADFEIVVILEG.... Result: 0 (no interaction).